From a dataset of Reaction yield outcomes from USPTO patents with 853,638 reactions. Predict the reaction yield, written as a fraction of the theoretical maximum amount of product (1.0 means a 100% yield; for example, 0.34 means a 34% yield). (1) The reactants are S(=O)(=O)(O)O.COC(=O)[NH:9][CH2:10][C@H:11]([CH2:16][C:17](=[O:27])N[C@H](C1C=CC=CC=1)C)[CH2:12][CH:13]([CH3:15])[CH3:14].[OH-:29].[Na+]. No catalyst specified. The product is [CH3:15][CH:13]([CH2:12][C@H:11]([CH2:10][NH2:9])[CH2:16][C:17]([OH:27])=[O:29])[CH3:14]. The yield is 0.504. (2) The reactants are [C:1]([O:4][CH2:5][C:6]1[C:7]([N:21]2[N:30]=[CH:29][C:28]3[C:23](=[C:24]([F:35])[CH:25]=[C:26]([C:31]([CH3:34])([CH3:33])[CH3:32])[CH:27]=3)[C:22]2=[O:36])=[N:8][CH:9]=[CH:10][C:11]=1B1OC(C)(C)C(C)(C)O1)(=[O:3])[CH3:2].Br[C:38]1[CH:39]=[C:40]([NH:46][C:47]2[CH:51]=[C:50]([CH3:52])[O:49][N:48]=2)[C:41](=[O:45])[N:42]([CH3:44])[CH:43]=1.[O-]P([O-])([O-])=O.[K+].[K+].[K+].C([O-])(=O)C.[Na+]. The catalyst is O.C1C=CC(P(C2C=CC=CC=2)[C-]2C=CC=C2)=CC=1.C1C=CC(P(C2C=CC=CC=2)[C-]2C=CC=C2)=CC=1.Cl[Pd]Cl.[Fe+2].C(#N)C. The product is [C:1]([O:4][CH2:5][C:6]1[C:7]([N:21]2[N:30]=[CH:29][C:28]3[C:23](=[C:24]([F:35])[CH:25]=[C:26]([C:31]([CH3:34])([CH3:33])[CH3:32])[CH:27]=3)[C:22]2=[O:36])=[N:8][CH:9]=[CH:10][C:11]=1[C:38]1[CH:39]=[C:40]([NH:46][C:47]2[CH:51]=[C:50]([CH3:52])[O:49][N:48]=2)[C:41](=[O:45])[N:42]([CH3:44])[CH:43]=1)(=[O:3])[CH3:2]. The yield is 0.870. (3) The reactants are [OH:1][CH:2]([C:6]1[CH:11]=[CH:10][C:9]([C:12]2[N:16]=[C:15]([C:17]3[O:21][N:20]=[C:19]([C:22]4[CH:27]=[CH:26][CH:25]=[CH:24][CH:23]=4)[C:18]=3[C:28]([F:31])([F:30])[F:29])[O:14][N:13]=2)=[CH:8][CH:7]=1)[C:3](O)=[O:4].Cl.Cl.[NH2:34][CH2:35][C:36]1[C:37]([NH2:43])=[N:38][C:39]([CH3:42])=[N:40][CH:41]=1.CN1CCOCC1.CN(C(ON1N=NC2C=CC=NC1=2)=[N+](C)C)C.F[P-](F)(F)(F)(F)F. The catalyst is CN(C=O)C. The product is [NH2:43][C:37]1[C:36]([CH2:35][NH:34][C:3](=[O:4])[CH:2]([OH:1])[C:6]2[CH:11]=[CH:10][C:9]([C:12]3[N:16]=[C:15]([C:17]4[O:21][N:20]=[C:19]([C:22]5[CH:27]=[CH:26][CH:25]=[CH:24][CH:23]=5)[C:18]=4[C:28]([F:29])([F:30])[F:31])[O:14][N:13]=3)=[CH:8][CH:7]=2)=[CH:41][N:40]=[C:39]([CH3:42])[N:38]=1. The yield is 0.456. (4) The reactants are [F:1][CH:2]([F:37])[C:3]1[CH:8]=[CH:7][C:6]([C:9]2[O:10][C:11]3[CH:21]=[C:20]([N:22]([CH3:27])[S:23]([CH3:26])(=[O:25])=[O:24])[C:19](B4OC(C)(C)C(C)(C)O4)=[CH:18][C:12]=3[C:13]=2[C:14]([NH:16][CH3:17])=[O:15])=[CH:5][CH:4]=1.Cl[C:39]1[CH:48]=[CH:47][C:46]2[CH2:45][CH2:44][N:43]3[C:49]4[CH:50]=[CH:51][CH:52]=[C:53]([F:56])[C:54]=4[CH:55]=[C:42]3[C:41]=2[N:40]=1.C([O-])([O-])=O.[Na+].[Na+].CC(C1C=C(C(C)C)C(C2C=CC=CC=2P(C2CCCCC2)C2CCCCC2)=C(C(C)C)C=1)C. The catalyst is O1CCOCC1.C1C=CC(/C=C/C(/C=C/C2C=CC=CC=2)=O)=CC=1.C1C=CC(/C=C/C(/C=C/C2C=CC=CC=2)=O)=CC=1.C1C=CC(/C=C/C(/C=C/C2C=CC=CC=2)=O)=CC=1.[Pd].[Pd].O. The product is [F:1][CH:2]([F:37])[C:3]1[CH:8]=[CH:7][C:6]([C:9]2[O:10][C:11]3[CH:21]=[C:20]([N:22]([CH3:27])[S:23]([CH3:26])(=[O:24])=[O:25])[C:19]([C:39]4[CH:48]=[CH:47][C:46]5[CH2:45][CH2:44][N:43]6[C:49]7[CH:50]=[CH:51][CH:52]=[C:53]([F:56])[C:54]=7[CH:55]=[C:42]6[C:41]=5[N:40]=4)=[CH:18][C:12]=3[C:13]=2[C:14]([NH:16][CH3:17])=[O:15])=[CH:5][CH:4]=1. The yield is 0.210. (5) The reactants are CCCC[N+](CCCC)(CCCC)CCCC.[F-].[Br:19][C:20]1[CH:24]=[CH:23][N:22]([Si](C(C)C)(C(C)C)C(C)C)[CH:21]=1.[O:35](C(OC(C)(C)C)=O)[C:36]([O:38][C:39]([CH3:42])([CH3:41])[CH3:40])=O.O. The catalyst is C1COCC1.CN(C1C=CN=CC=1)C. The product is [C:39]([O:38][C:36]([N:22]1[CH:23]=[CH:24][C:20]([Br:19])=[CH:21]1)=[O:35])([CH3:42])([CH3:41])[CH3:40]. The yield is 0.240.